This data is from Forward reaction prediction with 1.9M reactions from USPTO patents (1976-2016). The task is: Predict the product of the given reaction. Given the reactants [F:1][C:2]1[CH:3]=[C:4]([C@H:13]2[CH2:18][C@H:17]([C:19]3[O:23][NH:22][C:21](=[O:24])[CH:20]=3)[CH2:16][CH2:15][N:14]2C(OC)=O)[CH:5]=[C:6]([F:12])[C:7]=1[C:8]([F:11])([F:10])[F:9].Br, predict the reaction product. The product is: [F:12][C:6]1[CH:5]=[C:4]([C@H:13]2[CH2:18][C@H:17]([C:19]3[O:23][NH:22][C:21](=[O:24])[CH:20]=3)[CH2:16][CH2:15][NH:14]2)[CH:3]=[C:2]([F:1])[C:7]=1[C:8]([F:9])([F:10])[F:11].